Regression. Given a peptide amino acid sequence and an MHC pseudo amino acid sequence, predict their binding affinity value. This is MHC class I binding data. From a dataset of Peptide-MHC class I binding affinity with 185,985 pairs from IEDB/IMGT. (1) The peptide sequence is SSYRMGINK. The MHC is HLA-A02:19 with pseudo-sequence HLA-A02:19. The binding affinity (normalized) is 0.0847. (2) The peptide sequence is YSQGAFTPL. The MHC is HLA-A03:01 with pseudo-sequence HLA-A03:01. The binding affinity (normalized) is 0.213. (3) The peptide sequence is ITKEKKEEL. The MHC is HLA-B35:01 with pseudo-sequence HLA-B35:01. The binding affinity (normalized) is 0.0847. (4) The peptide sequence is TMKRKRLFL. The MHC is BoLA-HD6 with pseudo-sequence BoLA-HD6. The binding affinity (normalized) is 0.723. (5) The peptide sequence is TSCAPMMQK. The MHC is HLA-A23:01 with pseudo-sequence HLA-A23:01. The binding affinity (normalized) is 0.0847. (6) The peptide sequence is SIRYRQRLI. The MHC is HLA-B08:01 with pseudo-sequence HLA-B08:01. The binding affinity (normalized) is 0.502.